Dataset: Catalyst prediction with 721,799 reactions and 888 catalyst types from USPTO. Task: Predict which catalyst facilitates the given reaction. Reactant: [Cl:1][C:2]1[N:3]=[N:4][C:5]([Cl:8])=[CH:6][CH:7]=1.[C:9](O)(=O)[CH2:10]C.S(=O)(=O)(O)O.S(OOS([O-])(=O)=O)([O-])(=O)=O.[NH4+].[NH4+].[OH-].[NH4+]. Product: [Cl:1][C:2]1[N:3]=[N:4][C:5]([Cl:8])=[CH:6][C:7]=1[CH2:9][CH3:10]. The catalyst class is: 716.